Dataset: Aqueous solubility values for 9,982 compounds from the AqSolDB database. Task: Regression/Classification. Given a drug SMILES string, predict its absorption, distribution, metabolism, or excretion properties. Task type varies by dataset: regression for continuous measurements (e.g., permeability, clearance, half-life) or binary classification for categorical outcomes (e.g., BBB penetration, CYP inhibition). For this dataset (solubility_aqsoldb), we predict Y. The compound is BrCBr. The Y is -1.29 log mol/L.